This data is from Full USPTO retrosynthesis dataset with 1.9M reactions from patents (1976-2016). The task is: Predict the reactants needed to synthesize the given product. (1) Given the product [CH3:22][O:21][C:14]1[CH:15]=[C:16]([O:19][CH3:20])[CH:17]=[CH:18][C:13]=1[CH2:12][N:9]1[C:10]2[C:5](=[CH:4][CH:3]=[C:2]([N:30]3[CH2:36][CH2:35][CH2:34][C@H:31]3[CH2:32][OH:33])[N:11]=2)[C:6](=[O:28])[C:7]([C:23]([O:25][CH2:26][CH3:27])=[O:24])=[CH:8]1, predict the reactants needed to synthesize it. The reactants are: Cl[C:2]1[N:11]=[C:10]2[C:5]([C:6](=[O:28])[C:7]([C:23]([O:25][CH2:26][CH3:27])=[O:24])=[CH:8][N:9]2[CH2:12][C:13]2[CH:18]=[CH:17][C:16]([O:19][CH3:20])=[CH:15][C:14]=2[O:21][CH3:22])=[CH:4][C:3]=1F.[NH:30]1[CH2:36][CH2:35][CH2:34][C@H:31]1[CH2:32][OH:33].C(N(C(C)C)CC)(C)C.O. (2) Given the product [CH:34]1([N:32]2[CH2:31][CH2:30][C:21]3[N:22]([S:26]([CH3:29])(=[O:27])=[O:28])[C:23]4[CH:24]=[CH:25][C:17]([C:15]([N:12]5[CH2:11][CH2:10][CH:9]([CH3:8])[CH2:14][CH2:13]5)=[O:16])=[CH:18][C:19]=4[C:20]=3[CH2:33]2)[CH2:37][CH2:36][CH2:35]1, predict the reactants needed to synthesize it. The reactants are: C(O)(C(F)(F)F)=O.[CH3:8][CH:9]1[CH2:14][CH2:13][N:12]([C:15]([C:17]2[CH:25]=[CH:24][C:23]3[N:22]([S:26]([CH3:29])(=[O:28])=[O:27])[C:21]4[CH2:30][CH2:31][NH:32][CH2:33][C:20]=4[C:19]=3[CH:18]=2)=[O:16])[CH2:11][CH2:10]1.[C:34]1(=O)[CH2:37][CH2:36][CH2:35]1. (3) Given the product [F:1][C:2]1[CH:3]=[C:4]([C:9]([N:11]2[CH2:16][CH2:15][CH2:14][C@H:13]([N:27]3[N:28]=[N:29][C:25]([C:22]4[CH:23]=[CH:24][C:19]([F:18])=[CH:20][CH:21]=4)=[N:26]3)[CH2:12]2)=[O:10])[CH:5]=[CH:6][C:7]=1[F:8], predict the reactants needed to synthesize it. The reactants are: [F:1][C:2]1[CH:3]=[C:4]([C:9]([N:11]2[CH2:16][CH2:15][CH2:14][C@@H:13](O)[CH2:12]2)=[O:10])[CH:5]=[CH:6][C:7]=1[F:8].[F:18][C:19]1[CH:24]=[CH:23][C:22]([C:25]2[NH:29][N:28]=[N:27][N:26]=2)=[CH:21][CH:20]=1. (4) Given the product [C:6]1([C:11]2[CH:16]=[CH:15][CH:14]=[CH:13][CH:12]=2)[C:5]([C:17]#[N:18])=[CH:10][CH:9]=[CH:8][CH:7]=1, predict the reactants needed to synthesize it. The reactants are: [C-]#N.[Na+].Br[C:5]1[CH:10]=[CH:9][CH:8]=[CH:7][C:6]=1[C:11]1[CH:16]=[CH:15][CH:14]=[CH:13][CH:12]=1.[CH3:17][NH:18]CCNC.[OH-].[NH4+]. (5) Given the product [C:20]([O:19][C:17]([N:13]1[CH2:14][CH2:15][CH2:16][C@H:11]([NH:10][C:3]2[C:2]([Br:1])=[CH:7][N:6]=[C:5]([Cl:8])[N:4]=2)[CH2:12]1)=[O:18])([CH3:23])([CH3:21])[CH3:22], predict the reactants needed to synthesize it. The reactants are: [Br:1][C:2]1[C:3](Cl)=[N:4][C:5]([Cl:8])=[N:6][CH:7]=1.[NH2:10][C@H:11]1[CH2:16][CH2:15][CH2:14][N:13]([C:17]([O:19][C:20]([CH3:23])([CH3:22])[CH3:21])=[O:18])[CH2:12]1.C(N(C(C)C)CC)(C)C. (6) Given the product [CH3:1][O:2][C:3]1[CH:4]=[C:5]2[C:10](=[CH:11][C:12]=1[O:13][CH3:14])[N:9]=[CH:8][CH:7]=[C:6]2[O:15][C:16]1[CH:22]=[CH:21][C:19]([NH:20][C:34]([NH:51][C@@H:49]([C:46]2[CH:47]=[CH:48][C:43]([CH3:42])=[CH:44][CH:45]=2)[CH3:50])=[O:40])=[CH:18][CH:17]=1, predict the reactants needed to synthesize it. The reactants are: [CH3:1][O:2][C:3]1[CH:4]=[C:5]2[C:10](=[CH:11][C:12]=1[O:13][CH3:14])[N:9]=[CH:8][CH:7]=[C:6]2[O:15][C:16]1[CH:22]=[CH:21][C:19]([NH2:20])=[CH:18][CH:17]=1.C(N(CC)CC)C.ClC(Cl)(O[C:34](=[O:40])OC(Cl)(Cl)Cl)Cl.[CH3:42][C:43]1[CH:48]=[CH:47][C:46]([C@H:49]([NH2:51])[CH3:50])=[CH:45][CH:44]=1.